Dataset: Forward reaction prediction with 1.9M reactions from USPTO patents (1976-2016). Task: Predict the product of the given reaction. (1) Given the reactants [Br:1][C:2]1[CH:3]=[C:4](/[CH:8]=[N:9]\[S:10]([C:13]([CH3:16])([CH3:15])[CH3:14])(=[O:12])=[O:11])[CH:5]=[CH:6][CH:7]=1.[F:17][CH2:18][S:19]([C:22]1[CH:27]=[CH:26][CH:25]=[CH:24][CH:23]=1)(=[O:21])=[O:20].[Li+].C[Si]([N-][Si](C)(C)C)(C)C, predict the reaction product. The product is: [C:22]1([S:19]([CH:18]([F:17])/[C:8](=[N:9]\[S:10]([C:13]([CH3:16])([CH3:15])[CH3:14])(=[O:12])=[O:11])/[C:4]2[CH:5]=[CH:6][CH:7]=[C:2]([Br:1])[CH:3]=2)(=[O:21])=[O:20])[CH:23]=[CH:24][CH:25]=[CH:26][CH:27]=1. (2) Given the reactants [F:1][C:2]1[CH:3]=[C:4]([CH:22]=[CH:23][CH:24]=1)[CH2:5][O:6][C:7]1[CH:8]=[C:9]2[C:14](=[CH:15][CH:16]=1)[C:13](=[O:17])[N:12]([CH2:18][C:19](O)=[O:20])[CH2:11][CH2:10]2.C([O-])(=O)C.[NH4+:29].O, predict the reaction product. The product is: [F:1][C:2]1[CH:3]=[C:4]([CH:22]=[CH:23][CH:24]=1)[CH2:5][O:6][C:7]1[CH:8]=[C:9]2[C:14](=[CH:15][CH:16]=1)[C:13](=[O:17])[N:12]([CH2:18][C:19]([NH2:29])=[O:20])[CH2:11][CH2:10]2. (3) Given the reactants [CH3:1][O:2][C:3]1[CH:8]=[CH:7][CH:6]=[CH:5][C:4]=1[C:9]1[C:17]2[C:12](=[N:13][CH:14]=[C:15](B3OC(C)(C)C(C)(C)O3)[CH:16]=2)[N:11]([S:27]([C:30]2[CH:35]=[CH:34][C:33]([CH3:36])=[CH:32][CH:31]=2)(=[O:29])=[O:28])[CH:10]=1.[CH2:37]([O:39][C:40](=[O:49])[CH2:41]C1C=NC=C(Cl)N=1)[CH3:38].C(=O)([O-])[O-].[K+].[K+], predict the reaction product. The product is: [CH2:37]([O:39][C:40](=[O:49])[CH2:41][C:15]1[CH:16]=[C:17]2[C:9]([C:4]3[CH:5]=[CH:6][CH:7]=[CH:8][C:3]=3[O:2][CH3:1])=[CH:10][N:11]([S:27]([C:30]3[CH:31]=[CH:32][C:33]([CH3:36])=[CH:34][CH:35]=3)(=[O:29])=[O:28])[C:12]2=[N:13][CH:14]=1)[CH3:38]. (4) Given the reactants [CH3:1][C:2]([C:4]1[CH:9]=[CH:8][C:7]([F:10])=[C:6]([Br:11])[CH:5]=1)=O.[CH3:12]OC(OC)N(C)C.Cl.[C:21]([NH2:24])(=[NH:23])[CH3:22].CC(C)([O-])C.[K+], predict the reaction product. The product is: [CH3:22][C:21]1[N:24]=[C:2]([C:4]2[CH:9]=[CH:8][C:7]([F:10])=[C:6]([Br:11])[CH:5]=2)[CH:1]=[CH:12][N:23]=1. (5) Given the reactants [H-].[Na+].[CH2:3]([C:7]1[CH:8]=[C:9]([NH:24][C:25]([C:27]2[C:32]([CH3:33])=[N:31][CH:30]=[CH:29][N:28]=2)=[O:26])[CH:10]=[CH:11][C:12]=1[C:13]([O:22][CH3:23])([C:18]([F:21])([F:20])[F:19])[C:14]([F:17])([F:16])[F:15])[CH:4]([CH3:6])[CH3:5].[CH2:34]([O:36][CH2:37]Cl)[CH3:35].Cl, predict the reaction product. The product is: [CH2:34]([O:36][CH2:37][N:24]([C:9]1[CH:10]=[CH:11][C:12]([C:13]([O:22][CH3:23])([C:18]([F:20])([F:21])[F:19])[C:14]([F:17])([F:16])[F:15])=[C:7]([CH2:3][CH:4]([CH3:6])[CH3:5])[CH:8]=1)[C:25]([C:27]1[C:32]([CH3:33])=[N:31][CH:30]=[CH:29][N:28]=1)=[O:26])[CH3:35]. (6) Given the reactants O.[OH-].[Na+].[CH3:4][C:5]1[CH:12]=[CH:11][C:8]([CH:9]=O)=[CH:7][CH:6]=1.Cl.[CH3:14][C:15]([CH3:17])=[O:16], predict the reaction product. The product is: [CH3:4][C:5]1[CH:12]=[CH:11][C:8]([CH:9]=[CH:14][C:15](=[O:16])[CH3:17])=[CH:7][CH:6]=1. (7) Given the reactants [Br:1][C:2]1[CH:6]=[CH:5][N:4](S(C2C=CC=CC=2)(=O)=O)[C:3]=1[C:16]([NH:18][C:19]1[CH:24]=[CH:23][CH:22]=[CH:21][CH:20]=1)=[O:17].[OH-].[Na+], predict the reaction product. The product is: [Br:1][C:2]1[CH:6]=[CH:5][NH:4][C:3]=1[C:16]([NH:18][C:19]1[CH:20]=[CH:21][CH:22]=[CH:23][CH:24]=1)=[O:17].